This data is from Full USPTO retrosynthesis dataset with 1.9M reactions from patents (1976-2016). The task is: Predict the reactants needed to synthesize the given product. (1) The reactants are: [CH3:1][NH:2][CH2:3][CH2:4][OH:5].[H-].[Na+].Cl[C:9]1[N:14]=[CH:13][C:12](/[C:15](/[C:25]2[CH:30]=[CH:29][C:28]([OH:31])=[CH:27][CH:26]=2)=[C:16](\[C:19]2[CH:24]=[CH:23][CH:22]=[CH:21][CH:20]=2)/[CH2:17][CH3:18])=[CH:11][CH:10]=1. Given the product [CH3:1][NH:2][CH2:3][CH2:4][O:5][C:9]1[N:14]=[CH:13][C:12](/[C:15](/[C:25]2[CH:26]=[CH:27][C:28]([OH:31])=[CH:29][CH:30]=2)=[C:16](\[C:19]2[CH:24]=[CH:23][CH:22]=[CH:21][CH:20]=2)/[CH2:17][CH3:18])=[CH:11][CH:10]=1, predict the reactants needed to synthesize it. (2) Given the product [CH3:9][O:10][C:11]1[C:12]2[C:20](=[O:21])[C:19]3[C:18](=[CH:26][CH:25]=[CH:24][CH:23]=3)[S:17][C:13]=2[CH:14]=[CH:15][CH:16]=1, predict the reactants needed to synthesize it. The reactants are: C([N-]C(C)C)(C)C.[Li+].[CH3:9][O:10][C:11]1[CH:12]=[C:13]([S:17][C:18]2[C:26](CC)=[C:25](CC)[CH:24]=[CH:23][C:19]=2[C:20](N)=[O:21])[CH:14]=[CH:15][CH:16]=1.CO. (3) Given the product [N:21]([CH2:6][CH:7]1[CH2:12][CH:11]2[N:13]([C:14]([O:16][C:17]([CH3:20])([CH3:19])[CH3:18])=[O:15])[CH:8]1[CH2:9][CH2:10]2)=[N+:22]=[N-:23], predict the reactants needed to synthesize it. The reactants are: CS(O[CH2:6][CH:7]1[CH2:12][CH:11]2[N:13]([C:14]([O:16][C:17]([CH3:20])([CH3:19])[CH3:18])=[O:15])[CH:8]1[CH2:9][CH2:10]2)(=O)=O.[N-:21]=[N+:22]=[N-:23].[Na+].O. (4) Given the product [CH2:13]([C:17]1[N:18]=[C:19]([CH3:46])[N:20]([C:39]2[CH:44]=[CH:43][CH:42]=[C:41]([Cl:45])[CH:40]=2)[C:21](=[O:38])[C:22]=1[CH2:23][C:24]1[CH:25]=[CH:26][C:27]([C:30]2[CH:35]=[CH:34][CH:33]=[CH:32][C:31]=2[C:36]2[NH:3][C:4](=[O:7])[O:5][N:37]=2)=[CH:28][CH:29]=1)[CH2:14][CH2:15][CH3:16], predict the reactants needed to synthesize it. The reactants are: [Cl-].O[NH3+:3].[C:4](=[O:7])([O-])[OH:5].[Na+].CS(C)=O.[CH2:13]([C:17]1[N:18]=[C:19]([CH3:46])[N:20]([C:39]2[CH:44]=[CH:43][CH:42]=[C:41]([Cl:45])[CH:40]=2)[C:21](=[O:38])[C:22]=1[CH2:23][C:24]1[CH:29]=[CH:28][C:27]([C:30]2[C:31]([C:36]#[N:37])=[CH:32][CH:33]=[CH:34][CH:35]=2)=[CH:26][CH:25]=1)[CH2:14][CH2:15][CH3:16]. (5) Given the product [CH2:1]([NH:3][C:4]1[CH:9]=[CH:8][CH:7]=[CH:6][C:5]=1[NH2:10])[CH3:2], predict the reactants needed to synthesize it. The reactants are: [CH2:1]([NH:3][C:4]1[CH:9]=[CH:8][CH:7]=[CH:6][C:5]=1[N+:10]([O-])=O)[CH3:2]. (6) Given the product [F:15][C:12]1[N:11]=[C:10]([C:16]#[N:17])[C:9](=[O:8])[NH:14][CH:13]=1, predict the reactants needed to synthesize it. The reactants are: C([O:8][C:9]1[C:10]([C:16]#[N:17])=[N:11][C:12]([F:15])=[CH:13][N:14]=1)C1C=CC=CC=1.[Cl-].[Al+3].[Cl-].[Cl-].O. (7) Given the product [C:22]1([CH:5]2[C:6]3=[CH:7][NH:8][C:9]4[CH:10]=[CH:11][CH:12]=[C:13]([C:14]=43)[C:15](=[O:17])[NH:1][CH2:4]2)[CH:23]=[CH:24][CH:25]=[CH:26][CH:27]=1, predict the reactants needed to synthesize it. The reactants are: [N+:1]([CH2:4][CH2:5][C:6]1[C:14]2[C:13]([C:15]([O:17]C)=O)=[CH:12][CH:11]=[CH:10][C:9]=2[NH:8][CH:7]=1)([O-])=O.N1[C:27]2[CH:26]=[CH:25][CH:24]=[C:23](C(OC)=O)[C:22]=2C=C1.[N+](C=CC1C=CC=CC=1)([O-])=O.